This data is from Full USPTO retrosynthesis dataset with 1.9M reactions from patents (1976-2016). The task is: Predict the reactants needed to synthesize the given product. (1) Given the product [Cl:1][C:2]1[CH:12]=[CH:11][CH:10]=[CH:9][C:3]=1[CH2:4][S:5]([NH2:14])(=[O:7])=[O:6], predict the reactants needed to synthesize it. The reactants are: [Cl:1][C:2]1[CH:12]=[CH:11][CH:10]=[CH:9][C:3]=1[CH2:4][S:5](Cl)(=[O:7])=[O:6].[OH-].[NH4+:14]. (2) Given the product [F:77][C:69]([F:76])([CH:70]1[CH2:75][CH2:74][O:73][CH2:72][CH2:71]1)[C:68]1[N:63]2[N:62]=[C:61]([NH:53][C:49]3[CH:48]=[C:47]4[C:52]([C:44]([CH3:43])=[N:45][NH:46]4)=[CH:51][CH:50]=3)[N:78]=[C:64]2[CH:65]=[CH:66][CH:67]=1, predict the reactants needed to synthesize it. The reactants are: C1(P(C2C=CC=CC=2)C2C3OC4C(=CC=CC=4P(C4C=CC=CC=4)C4C=CC=CC=4)C(C)(C)C=3C=CC=2)C=CC=CC=1.[CH3:43][C:44]1[C:52]2[C:47](=[CH:48][C:49]([NH2:53])=[CH:50][CH:51]=2)[N:46](C2CCCCO2)[N:45]=1.Br[C:61]1[N:78]=[C:64]2[CH:65]=[CH:66][CH:67]=[C:68]([C:69]([F:77])([F:76])[CH:70]3[CH2:75][CH2:74][O:73][CH2:72][CH2:71]3)[N:63]2[N:62]=1.C(=O)([O-])[O-].[K+].[K+]. (3) Given the product [F:1][C:2]1[C:13]([F:14])=[C:12]([F:15])[CH:11]=[CH:10][C:3]=1[NH:4][C@H:5]([CH3:9])[C:6]([O:8][CH3:17])=[O:7], predict the reactants needed to synthesize it. The reactants are: [F:1][C:2]1[C:13]([F:14])=[C:12]([F:15])[CH:11]=[CH:10][C:3]=1[NH:4][C@H:5]([CH3:9])[C:6]([OH:8])=[O:7].Cl.[CH3:17]O. (4) Given the product [Cl:36][C:22]1[C:23]([NH:25][C:26]2[CH:35]=[CH:34][CH:33]=[CH:32][C:27]=2[C:28]([NH:30][CH3:31])=[O:29])=[N:24][C:19]([NH:1][C:2]2[C:15]([O:16][CH3:17])=[CH:14][C:5]3[NH:6][C:7](=[O:13])[CH2:8][CH2:9][C:10]([CH3:12])([CH3:11])[C:4]=3[CH:3]=2)=[N:20][CH:21]=1, predict the reactants needed to synthesize it. The reactants are: [NH2:1][C:2]1[C:15]([O:16][CH3:17])=[CH:14][C:5]2[NH:6][C:7](=[O:13])[CH2:8][CH2:9][C:10]([CH3:12])([CH3:11])[C:4]=2[CH:3]=1.Cl[C:19]1[N:24]=[C:23]([NH:25][C:26]2[CH:35]=[CH:34][CH:33]=[CH:32][C:27]=2[C:28]([NH:30][CH3:31])=[O:29])[C:22]([Cl:36])=[CH:21][N:20]=1.C12(CS(O)(=O)=O)C(C)(C)C(CC1)CC2=O.CC[NH+](CC)CC.CC[NH+](CC)CC.C([O-])([O-])=O. (5) Given the product [Br:1][C:2]1[CH:11]=[CH:10][C:5]([C:6]([OH:8])=[O:7])=[C:4]([O:12][CH3:13])[CH:3]=1, predict the reactants needed to synthesize it. The reactants are: [Br:1][C:2]1[CH:11]=[CH:10][C:5]([C:6]([O:8]C)=[O:7])=[C:4]([O:12][CH3:13])[CH:3]=1.[OH-].[K+].Cl.O. (6) Given the product [OH:1][C:2]([C:5]1[CH:6]=[CH:7][C:8]([CH2:11][C:12]([NH:29][C@@H:27]([C:24]2[CH:23]=[CH:22][C:21]([O:20][CH2:19][C:18]([F:31])([F:17])[F:30])=[CH:26][N:25]=2)[CH3:28])=[O:14])=[CH:9][CH:10]=1)([CH3:3])[CH3:4], predict the reactants needed to synthesize it. The reactants are: [OH:1][C:2]([C:5]1[CH:10]=[CH:9][C:8]([CH2:11][C:12]([OH:14])=O)=[CH:7][CH:6]=1)([CH3:4])[CH3:3].Cl.Cl.[F:17][C:18]([F:31])([F:30])[CH2:19][O:20][C:21]1[CH:22]=[CH:23][C:24]([C@H:27]([NH2:29])[CH3:28])=[N:25][CH:26]=1.C(Cl)CCl.ON1C2N=CC=CC=2N=N1.C(N(CC)C(C)C)(C)C. (7) Given the product [CH2:54]([O:53][C:50]1[CH:51]=[CH:52][C:43]([C@@H:34]([OH:35])[CH2:33][NH:7][CH2:8][CH2:9][C:10]2[CH:11]=[C:12]([NH:16][C:17]([NH:19][CH:20]([C:21]3[CH:26]=[CH:25][CH:24]=[CH:23][CH:22]=3)[C:27]3[CH:28]=[CH:29][CH:30]=[CH:31][CH:32]=3)=[O:18])[CH:13]=[CH:14][CH:15]=2)=[C:44]2[C:49]=1[NH:48][C:47](=[O:61])[CH:46]=[CH:45]2)[C:55]1[CH:56]=[CH:57][CH:58]=[CH:59][CH:60]=1, predict the reactants needed to synthesize it. The reactants are: C(OC(=O)[N:7]([CH2:33][C@@H:34]([C:43]1[CH:52]=[CH:51][C:50]([O:53][CH2:54][C:55]2[CH:60]=[CH:59][CH:58]=[CH:57][CH:56]=2)=[C:49]2[C:44]=1[CH:45]=[CH:46][C:47](=[O:61])[NH:48]2)[O:35][Si](C(C)(C)C)(C)C)[CH2:8][CH2:9][C:10]1[CH:15]=[CH:14][CH:13]=[C:12]([NH:16][C:17]([NH:19][CH:20]([C:27]2[CH:32]=[CH:31][CH:30]=[CH:29][CH:28]=2)[C:21]2[CH:26]=[CH:25][CH:24]=[CH:23][CH:22]=2)=[O:18])[CH:11]=1)(C)(C)C.